Predict the product of the given reaction. From a dataset of Forward reaction prediction with 1.9M reactions from USPTO patents (1976-2016). (1) Given the reactants Cl[C:2]1[N:11]=[C:10]([NH:12][CH2:13][CH:14]([C:21]2[CH:26]=[CH:25][CH:24]=[CH:23][CH:22]=2)[C:15]2[CH:20]=[CH:19][CH:18]=[CH:17][CH:16]=2)[C:9]2[C:4](=[CH:5][CH:6]=[CH:7][CH:8]=2)[N:3]=1.[NH:27]1[C:31]2[CH:32]=[CH:33][C:34](B(O)O)=[CH:35][C:30]=2[N:29]=[N:28]1.C(NC1C2C(=CC=CC=2)N=C(C2SC3C=CC=CC=3C=2)N=1)(C1C=CC=CC=1)C1C=CC=CC=1, predict the reaction product. The product is: [NH:27]1[C:31]2[CH:32]=[CH:33][C:34]([C:2]3[N:11]=[C:10]([NH:12][CH2:13][CH:14]([C:21]4[CH:26]=[CH:25][CH:24]=[CH:23][CH:22]=4)[C:15]4[CH:20]=[CH:19][CH:18]=[CH:17][CH:16]=4)[C:9]4[C:4](=[CH:5][CH:6]=[CH:7][CH:8]=4)[N:3]=3)=[CH:35][C:30]=2[N:29]=[N:28]1. (2) Given the reactants [NH2:1][CH:2]([C:10]1[C:15]([O:16][CH3:17])=[CH:14][CH:13]=[CH:12][C:11]=1[O:18][CH3:19])[CH2:3][CH2:4][CH2:5][C:6](OC)=[O:7].C([O-])(O)=O.[Na+].O.CCOC(C)=O, predict the reaction product. The product is: [CH3:19][O:18][C:11]1[CH:12]=[CH:13][CH:14]=[C:15]([O:16][CH3:17])[C:10]=1[CH:2]1[NH:1][C:6](=[O:7])[CH2:5][CH2:4][CH2:3]1.